From a dataset of Reaction yield outcomes from USPTO patents with 853,638 reactions. Predict the reaction yield, written as a fraction of the theoretical maximum amount of product (1.0 means a 100% yield; for example, 0.34 means a 34% yield). (1) The reactants are CCN(C(C)C)C(C)C.[C:10]1([C:23]2[CH:28]=[CH:27][CH:26]=[CH:25][CH:24]=2)[CH:15]=[CH:14][C:13]([C:16]([NH:18][CH2:19][C:20]([OH:22])=O)=[O:17])=[CH:12][CH:11]=1.C1C=CC2N(O)N=NC=2C=1.CCN=C=NCCCN(C)C.Cl.[CH3:51][O:52][C:53](=[O:68])[C:54]1[CH:59]=[CH:58][CH:57]=[CH:56][C:55]=1[C:60]([N:62]1[CH2:67][CH2:66][NH:65][CH2:64][CH2:63]1)=[O:61]. The catalyst is CN(C=O)C.O. The product is [CH3:51][O:52][C:53](=[O:68])[C:54]1[CH:59]=[CH:58][CH:57]=[CH:56][C:55]=1[C:60]([N:62]1[CH2:63][CH2:64][N:65]([C:20](=[O:22])[CH2:19][NH:18][C:16]([C:13]2[CH:12]=[CH:11][C:10]([C:23]3[CH:28]=[CH:27][CH:26]=[CH:25][CH:24]=3)=[CH:15][CH:14]=2)=[O:17])[CH2:66][CH2:67]1)=[O:61]. The yield is 0.379. (2) The reactants are [C:1]([O:5][C:6]([NH:8][CH:9]1[C:15]2[CH:16]=[C:17]([C:28]([OH:30])=O)[C:18]([O:20][CH2:21][CH:22]3[CH2:27][CH2:26][CH2:25][CH2:24][CH2:23]3)=[CH:19][C:14]=2[CH2:13][CH2:12][CH2:11][CH2:10]1)=[O:7])([CH3:4])([CH3:3])[CH3:2].C1C=CC2N(O)N=[N:37]C=2C=1.C(Cl)CCl.[NH4+].[OH-]. The catalyst is C(Cl)Cl.CN(C=O)C.Cl. The product is [C:1]([O:5][C:6](=[O:7])[NH:8][CH:9]1[C:15]2[CH:16]=[C:17]([C:28](=[O:30])[NH2:37])[C:18]([O:20][CH2:21][CH:22]3[CH2:27][CH2:26][CH2:25][CH2:24][CH2:23]3)=[CH:19][C:14]=2[CH2:13][CH2:12][CH2:11][CH2:10]1)([CH3:4])([CH3:3])[CH3:2]. The yield is 0.680. (3) The reactants are [NH2:1][C:2]1[CH:7]=[C:6]([O:8][CH3:9])[CH:5]=[CH:4][C:3]=1[C:10](=[O:12])[CH3:11].[CH:13]([C:16]1[N:17]=[C:18]([C:21](Cl)=[O:22])[S:19][CH:20]=1)([CH3:15])[CH3:14]. The catalyst is O1CCOCC1. The product is [C:10]([C:3]1[CH:4]=[CH:5][C:6]([O:8][CH3:9])=[CH:7][C:2]=1[NH:1][C:21]([C:18]1[S:19][CH:20]=[C:16]([CH:13]([CH3:15])[CH3:14])[N:17]=1)=[O:22])(=[O:12])[CH3:11]. The yield is 0.750. (4) The reactants are [CH2:1]([NH2:8])[C:2]1[CH:7]=[CH:6][CH:5]=[CH:4][CH:3]=1.[CH3:9][CH2:10][O:11][C:12]([CH:14](Br)[CH2:15][CH2:16][CH:17](Br)[C:18]([O:20][CH2:21][CH3:22])=[O:19])=[O:13]. The catalyst is C1(C)C=CC=CC=1. The product is [CH2:1]([N:8]1[C@H:14]([C:12]([O:11][CH2:10][CH3:9])=[O:13])[CH2:15][CH2:16][C@@H:17]1[C:18]([O:20][CH2:21][CH3:22])=[O:19])[C:2]1[CH:7]=[CH:6][CH:5]=[CH:4][CH:3]=1. The yield is 0.820. (5) The reactants are [Br:1][C:2]1[C:3]([N:21]=[CH:22][N:23](C)C)=[N:4][C:5]([N:8]2[CH2:13][CH2:12][N:11]([C:14]([O:16][C:17]([CH3:20])([CH3:19])[CH3:18])=[O:15])[CH2:10][CH2:9]2)=[N:6][CH:7]=1.Cl.N[OH:28]. The catalyst is CO. The product is [Br:1][C:2]1[C:3]([N:21]=[CH:22][NH:23][OH:28])=[N:4][C:5]([N:8]2[CH2:13][CH2:12][N:11]([C:14]([O:16][C:17]([CH3:20])([CH3:19])[CH3:18])=[O:15])[CH2:10][CH2:9]2)=[N:6][CH:7]=1. The yield is 0.800. (6) The reactants are Cl[C:2]1[N:7]=[N:6][C:5]2[O:8][CH:9]([CH2:12][OH:13])[CH2:10][O:11][C:4]=2[CH:3]=1.[CH:14](B1OB(C=C)OB(C=C)O1)=[CH2:15].N1C=CC=CC=1.O. The catalyst is COCCOC.C1C=CC([P]([Pd]([P](C2C=CC=CC=2)(C2C=CC=CC=2)C2C=CC=CC=2)([P](C2C=CC=CC=2)(C2C=CC=CC=2)C2C=CC=CC=2)[P](C2C=CC=CC=2)(C2C=CC=CC=2)C2C=CC=CC=2)(C2C=CC=CC=2)C2C=CC=CC=2)=CC=1.C(OCC)(=O)C. The product is [CH:14]([C:2]1[N:7]=[N:6][C:5]2[O:8][CH:9]([CH2:12][OH:13])[CH2:10][O:11][C:4]=2[CH:3]=1)=[CH2:15]. The yield is 0.670.